This data is from Reaction yield outcomes from USPTO patents with 853,638 reactions. The task is: Predict the reaction yield, written as a fraction of the theoretical maximum amount of product (1.0 means a 100% yield; for example, 0.34 means a 34% yield). The product is [C:49]([C:51]1([C:66]([O:68][CH2:69][CH3:70])=[O:67])[CH2:56][CH2:55][C:54]([C:7]2[C:8]([CH3:46])([CH3:45])[C@H:9]3[C@:22]([CH3:25])([CH2:23][CH:24]=2)[C@@H:21]2[C@:12]([CH3:44])([C@@:13]4([CH3:43])[C@H:18]([CH2:19][CH2:20]2)[C@H:17]2[C@H:26]([C:29]([CH3:31])=[CH2:30])[CH2:27][CH2:28][C@:16]2([NH:32][CH2:33][CH2:34][N:35]2[CH2:36][CH2:37][S:38](=[O:41])(=[O:42])[CH2:39][CH2:40]2)[CH2:15][CH2:14]4)[CH2:11][CH2:10]3)=[CH:53][CH2:52]1)#[N:50]. The reactants are FC(F)(F)S(O[C:7]1[C:8]([CH3:46])([CH3:45])[C@H:9]2[C@:22]([CH3:25])([CH2:23][CH:24]=1)[C@@H:21]1[C@:12]([CH3:44])([C@@:13]3([CH3:43])[C@H:18]([CH2:19][CH2:20]1)[C@H:17]1[C@H:26]([C:29]([CH3:31])=[CH2:30])[CH2:27][CH2:28][C@:16]1([NH:32][CH2:33][CH2:34][N:35]1[CH2:40][CH2:39][S:38](=[O:42])(=[O:41])[CH2:37][CH2:36]1)[CH2:15][CH2:14]3)[CH2:11][CH2:10]2)(=O)=O.[C:49]([C:51]1([C:66]([O:68][CH2:69][CH3:70])=[O:67])[CH2:56][CH2:55][C:54](B2OC(C)(C)C(C)(C)O2)=[CH:53][CH2:52]1)#[N:50]. The yield is 0.610. No catalyst specified.